Task: Predict the reaction yield, written as a fraction of the theoretical maximum amount of product (1.0 means a 100% yield; for example, 0.34 means a 34% yield).. Dataset: Reaction yield outcomes from USPTO patents with 853,638 reactions (1) The reactants are C(N[CH:5]([CH3:7])[CH3:6])(C)C.C([Li])CCC.CCCCCC.[CH:19]1([C:29]([O:31][CH3:32])=[O:30])[CH2:24][CH2:23][CH:22]([C:25]([O:27][CH3:28])=[O:26])[CH2:21][CH2:20]1.C(I)C=C. The catalyst is C1COCC1.CN(C)P(N(C)C)(N(C)C)=O. The product is [CH3:32][O:31][C:29]([C:19]1([CH2:7][CH:5]=[CH2:6])[CH2:24][CH2:23][CH:22]([C:25]([O:27][CH3:28])=[O:26])[CH2:21][CH2:20]1)=[O:30]. The yield is 0.970. (2) The reactants are CCCCCC.[H-].[Na+].[Br:9][C:10]1[C:15]([CH3:16])=[CH:14][C:13]([OH:17])=[CH:12][C:11]=1[CH3:18].[CH3:19][O:20][CH2:21]Cl. The catalyst is O1CCCC1.[OH-].[Na+]. The product is [Br:9][C:10]1[C:15]([CH3:16])=[CH:14][C:13]([O:17][CH2:19][O:20][CH3:21])=[CH:12][C:11]=1[CH3:18]. The yield is 0.740. (3) The reactants are [OH:1][CH:2]([C:7]1[C:15]2[C:14](=[O:16])[N:13]([CH2:17][CH2:18][CH2:19][O:20][CH:21]3[CH2:26][CH2:25][CH2:24][CH2:23][O:22]3)[C:12](=[O:27])[N:11]([CH3:28])[C:10]=2[S:9][C:8]=1[C:29]1[CH:34]=[CH:33][CH:32]=[C:31]([O:35][C:36]([F:39])([F:38])[F:37])[CH:30]=1)[CH2:3][CH:4]([CH3:6])[CH3:5].I(C1C=CC=CC=1C(O)=O)(=O)=O. The catalyst is CS(C)=O.O. The product is [CH3:28][N:11]1[C:10]2[S:9][C:8]([C:29]3[CH:34]=[CH:33][CH:32]=[C:31]([O:35][C:36]([F:37])([F:38])[F:39])[CH:30]=3)=[C:7]([C:2](=[O:1])[CH2:3][CH:4]([CH3:5])[CH3:6])[C:15]=2[C:14](=[O:16])[N:13]([CH2:17][CH2:18][CH2:19][O:20][CH:21]2[CH2:26][CH2:25][CH2:24][CH2:23][O:22]2)[C:12]1=[O:27]. The yield is 0.602. (4) The reactants are [CH3:1][C:2]1[C:7]([CH3:8])=[CH:6][C:5]([NH2:9])=[C:4]([N+:10]([O-:12])=[O:11])[CH:3]=1.[H-].[Na+].N[CH2:16][CH2:17][CH2:18][CH2:19][CH2:20][CH2:21][C:22]([OH:24])=[O:23].O. The catalyst is CN(C=O)C. The product is [CH3:1][C:2]1[C:7]([CH3:8])=[CH:6][C:5]([NH:9][CH2:16][CH2:17][CH2:18][CH2:19][CH2:20][CH2:21][C:22]([OH:24])=[O:23])=[C:4]([N+:10]([O-:12])=[O:11])[CH:3]=1. The yield is 0.490.